Dataset: Reaction yield outcomes from USPTO patents with 853,638 reactions. Task: Predict the reaction yield, written as a fraction of the theoretical maximum amount of product (1.0 means a 100% yield; for example, 0.34 means a 34% yield). (1) The reactants are [CH3:1][C:2]1([CH3:35])[CH2:10][C@H:9]([NH:11][C:12]2[C:17]([F:18])=[CH:16][N:15]=[C:14]([NH:19][C:20]3[C:21]([F:34])=[CH:22][C:23](Br)=[C:24]([N:26]4[C:30](=[O:31])[N:29]([CH3:32])[N:28]=[N:27]4)[CH:25]=3)[N:13]=2)[CH2:8][C@H:7]2[N:3]1[CH2:4][CH2:5][CH2:6]2.[Cu][C:37]#[N:38].[Cu](C#N)C#N.C(OCC)(=O)C. The catalyst is CN(C)C=O. The product is [CH3:1][C:2]1([CH3:35])[CH2:10][C@H:9]([NH:11][C:12]2[C:17]([F:18])=[CH:16][N:15]=[C:14]([NH:19][C:20]3[C:21]([F:34])=[CH:22][C:23]([C:37]#[N:38])=[C:24]([N:26]4[C:30](=[O:31])[N:29]([CH3:32])[N:28]=[N:27]4)[CH:25]=3)[N:13]=2)[CH2:8][C@H:7]2[N:3]1[CH2:4][CH2:5][CH2:6]2. The yield is 0.430. (2) The reactants are Cl.Cl[CH2:3][C:4]1[CH:19]=[CH:18][C:7]([O:8][C:9]2[S:10][C:11]3[C:16]([N:17]=2)=[CH:15][CH:14]=[CH:13][N:12]=3)=[CH:6][CH:5]=1.[NH:20]1[CH2:25][CH2:24][CH:23]([N:26]2[CH2:30][CH2:29][CH2:28][C:27]2=[O:31])[CH2:22][CH2:21]1.CCN(CC)CC. The catalyst is CC#N. The product is [N:17]1[C:16]2[C:11](=[N:12][CH:13]=[CH:14][CH:15]=2)[S:10][C:9]=1[O:8][C:7]1[CH:18]=[CH:19][C:4]([CH2:3][N:20]2[CH2:21][CH2:22][CH:23]([N:26]3[CH2:30][CH2:29][CH2:28][C:27]3=[O:31])[CH2:24][CH2:25]2)=[CH:5][CH:6]=1. The yield is 0.570. (3) The reactants are [F:1][C:2]1[CH:3]=[C:4]([CH:20]=[CH:21][C:22]=1[F:23])[CH2:5][N:6]1[CH:15]=[CH:14][C:13]2[C:8](=[CH:9][C:10]([C:16]([OH:18])=[O:17])=[CH:11][CH:12]=2)[C:7]1=[O:19].[CH3:24][O:25]C1C=C(C=CC=1)CN. No catalyst specified. The product is [CH3:24][O:25][C:10]1[CH:9]=[C:8]([CH:13]=[CH:12][CH:11]=1)[C:7]([NH2:6])=[O:19].[F:1][C:2]1[CH:3]=[C:4]([CH:20]=[CH:21][C:22]=1[F:23])[CH2:5][N:6]1[CH:15]=[CH:14][C:13]2[C:8](=[CH:9][C:10]([C:16]([OH:18])=[O:17])=[CH:11][CH:12]=2)[C:7]1=[O:19]. The yield is 1.00. (4) The reactants are [CH3:1][C:2]1([CH3:10])[O:7][CH2:6][CH:5]([CH2:8][OH:9])[CH2:4][O:3]1.CCN(CC)CC.[S:18](Cl)([C:21]1[CH:27]=[CH:26][C:24]([CH3:25])=[CH:23][CH:22]=1)(=[O:20])=[O:19]. The catalyst is C(Cl)Cl. The product is [CH3:25][C:24]1[CH:26]=[CH:27][C:21]([S:18]([O:9][CH2:8][CH:5]2[CH2:6][O:7][C:2]([CH3:10])([CH3:1])[O:3][CH2:4]2)(=[O:20])=[O:19])=[CH:22][CH:23]=1. The yield is 0.970. (5) The reactants are C1COCC1.I[C:7]1[CH:12]=[CH:11][C:10]([N+:13]([O-:15])=[O:14])=[CH:9][CH:8]=1.[C:16]([O:20][C:21](=[O:27])[NH:22][CH2:23][CH2:24][C:25]#[CH:26])([CH3:19])([CH3:18])[CH3:17]. The catalyst is [Cu]I.Cl[Pd](Cl)([P](C1C=CC=CC=1)(C1C=CC=CC=1)C1C=CC=CC=1)[P](C1C=CC=CC=1)(C1C=CC=CC=1)C1C=CC=CC=1.C(N(CC)CC)C. The product is [C:16]([O:20][C:21](=[O:27])[NH:22][CH2:23][CH2:24][C:25]#[C:26][C:7]1[CH:12]=[CH:11][C:10]([N+:13]([O-:15])=[O:14])=[CH:9][CH:8]=1)([CH3:19])([CH3:18])[CH3:17]. The yield is 0.890. (6) The reactants are [CH2:1]([N:8]1[CH2:12][CH2:11][NH:10][C:9]1=[N:13]C#N)[C:2]1[CH:7]=[CH:6][CH:5]=[CH:4][CH:3]=1.C(N1CCNC1=N)C1C=CC=CC=1.[CH2:29]([NH:36][C:37]([C:39]1[S:43][C:42](Br)=[N:41][C:40]=1[CH3:45])=[O:38])[C:30]1[CH:35]=[CH:34][CH:33]=[CH:32][CH:31]=1. No catalyst specified. The product is [CH2:29]([NH:36][C:37]([C:39]1[S:43][C:42]([N:10]2[CH2:11][CH2:12][N:8]([CH2:1][C:2]3[CH:3]=[CH:4][CH:5]=[CH:6][CH:7]=3)[C:9]2=[NH:13])=[N:41][C:40]=1[CH3:45])=[O:38])[C:30]1[CH:31]=[CH:32][CH:33]=[CH:34][CH:35]=1. The yield is 0.0400. (7) The reactants are [CH:1](=O)[CH2:2][CH3:3].S(=O)(=O)(O)O.[CH3:10][C:11]1[CH:16]=[C:15]([CH3:17])[CH:14]=[CH:13][C:12]=1[C:18]1[C:19]2[N:20]([C:24]([NH2:29])=[C:25]([CH2:27][CH3:28])[N:26]=2)[N:21]=[CH:22][CH:23]=1.[BH4-].[Na+].[OH-].[Na+].O1C[CH2:37][CH2:36][CH2:35]1. The catalyst is O. The product is [CH3:10][C:11]1[CH:16]=[C:15]([CH3:17])[CH:14]=[CH:13][C:12]=1[C:18]1[C:19]2[N:20]([C:24]([N:29]([CH2:35][CH2:36][CH3:37])[CH2:1][CH2:2][CH3:3])=[C:25]([CH2:27][CH3:28])[N:26]=2)[N:21]=[CH:22][CH:23]=1. The yield is 0.100.